This data is from Peptide-MHC class I binding affinity with 185,985 pairs from IEDB/IMGT. The task is: Regression. Given a peptide amino acid sequence and an MHC pseudo amino acid sequence, predict their binding affinity value. This is MHC class I binding data. (1) The peptide sequence is ATSYLEYEI. The MHC is HLA-A02:01 with pseudo-sequence HLA-A02:01. The binding affinity (normalized) is 0.214. (2) The MHC is HLA-B15:01 with pseudo-sequence HLA-B15:01. The peptide sequence is NSKSRICVI. The binding affinity (normalized) is 0.330. (3) The peptide sequence is VRFPNITNL. The MHC is HLA-A69:01 with pseudo-sequence HLA-A69:01. The binding affinity (normalized) is 0.0847. (4) The peptide sequence is ATTIITPMMR. The MHC is HLA-A11:01 with pseudo-sequence HLA-A11:01. The binding affinity (normalized) is 0.529. (5) The peptide sequence is YTIDCDGSI. The MHC is HLA-A26:01 with pseudo-sequence HLA-A26:01. The binding affinity (normalized) is 0.489. (6) The peptide sequence is GALDTTSYR. The MHC is HLA-A33:01 with pseudo-sequence HLA-A33:01. The binding affinity (normalized) is 0.330. (7) The peptide sequence is QLPQGTTLPK. The MHC is HLA-A03:01 with pseudo-sequence HLA-A03:01. The binding affinity (normalized) is 0.634. (8) The peptide sequence is RNRDQSNAL. The MHC is HLA-B07:02 with pseudo-sequence HLA-B07:02. The binding affinity (normalized) is 0.564. (9) The peptide sequence is VTIPQIGGM. The MHC is HLA-B58:01 with pseudo-sequence HLA-B58:01. The binding affinity (normalized) is 0.0847.